From a dataset of Reaction yield outcomes from USPTO patents with 853,638 reactions. Predict the reaction yield, written as a fraction of the theoretical maximum amount of product (1.0 means a 100% yield; for example, 0.34 means a 34% yield). (1) The reactants are [C:1]([CH:5]1[CH2:13][C:12]2[C:7](=[CH:8][C:9]([N+:14]([O-:16])=[O:15])=[CH:10][CH:11]=2)[NH:6]1)([CH3:4])([CH3:3])[CH3:2].C(C1C(=O)C(Cl)=C(Cl)C(=O)C=1C#N)#N. The catalyst is O1CCOCC1. The product is [C:1]([C:5]1[NH:6][C:7]2[C:12]([CH:13]=1)=[CH:11][CH:10]=[C:9]([N+:14]([O-:16])=[O:15])[CH:8]=2)([CH3:4])([CH3:2])[CH3:3]. The yield is 0.800. (2) The reactants are [OH:1][CH2:2][CH2:3][C:4]1[CH:9]=[CH:8][N:7]=[CH:6][CH:5]=1.N1C(C)=CC=CC=1C.Cl[Si:19]([C:22]([CH3:25])([CH3:24])[CH3:23])([CH3:21])[CH3:20].O. The catalyst is ClCCl. The product is [O:1]([CH2:2][CH2:3][C:4]1[CH:9]=[CH:8][N:7]=[CH:6][CH:5]=1)[Si:19]([C:22]([CH3:25])([CH3:24])[CH3:23])([CH3:21])[CH3:20]. The yield is 1.00. (3) The reactants are C([O:8][C:9]1[C:10]([C:28]([F:31])([F:30])[F:29])=[C:11]2[C:16](=[CH:17][CH:18]=1)[CH:15]=[C:14]([C:19]1([NH2:27])[CH2:24][O:23][C:22]([CH3:26])([CH3:25])[O:21][CH2:20]1)[CH:13]=[CH:12]2)C1C=CC=CC=1.C(Cl)Cl.[C:35]([O:39][C:40](O[C:40]([O:39][C:35]([CH3:38])([CH3:37])[CH3:36])=[O:41])=[O:41])([CH3:38])([CH3:37])[CH3:36].C(N(CC)C(C)C)(C)C. No catalyst specified. The product is [OH:8][C:9]1[C:10]([C:28]([F:30])([F:31])[F:29])=[C:11]2[C:16](=[CH:17][CH:18]=1)[CH:15]=[C:14]([C:19]1([NH:27][C:40](=[O:41])[O:39][C:35]([CH3:38])([CH3:37])[CH3:36])[CH2:20][O:21][C:22]([CH3:25])([CH3:26])[O:23][CH2:24]1)[CH:13]=[CH:12]2. The yield is 0.680. (4) The product is [C:26]([O:30][C:31]([N:33]1[CH2:38][CH2:37][CH:36]([CH2:39][N:11]([C@@H:12]([C:13](=[O:14])[NH2:15])[CH2:16][CH:17]([CH3:19])[CH3:18])[S:8]([C:5]2[CH:4]=[CH:3][C:2]([Cl:1])=[CH:7][CH:6]=2)(=[O:9])=[O:10])[CH2:35][CH2:34]1)=[O:32])([CH3:29])([CH3:27])[CH3:28]. The yield is 0.440. The reactants are [Cl:1][C:2]1[CH:7]=[CH:6][C:5]([S:8]([NH:11][C@H:12]([CH2:16][CH:17]([CH3:19])[CH3:18])[C:13]([NH2:15])=[O:14])(=[O:10])=[O:9])=[CH:4][CH:3]=1.C(=O)([O-])[O-].[Cs+].[Cs+].[C:26]([O:30][C:31]([N:33]1[CH2:38][CH2:37][CH:36]([CH2:39]OS(C2C=CC(C)=CC=2)(=O)=O)[CH2:35][CH2:34]1)=[O:32])([CH3:29])([CH3:28])[CH3:27]. The catalyst is CN(C=O)C. (5) The reactants are [NH2:1][C:2]1[CH:7]=[CH:6][C:5]([N:8]2[C:12]3[N:13]=[CH:14][N:15]([CH2:18][C:19]4([OH:30])[CH2:24][CH2:23][N:22]([C:25]([CH:27]5[CH2:29][CH2:28]5)=[O:26])[CH2:21][CH2:20]4)[C:16](=[O:17])[C:11]=3[CH:10]=[N:9]2)=[CH:4][CH:3]=1.C(N(CC)C(C)C)(C)C.[CH3:40][NH:41][S:42](Cl)(=[O:44])=[O:43]. The catalyst is CN(C=O)C. The product is [CH:27]1([C:25]([N:22]2[CH2:23][CH2:24][C:19]([CH2:18][N:15]3[C:16](=[O:17])[C:11]4[CH:10]=[N:9][N:8]([C:5]5[CH:4]=[CH:3][C:2]([NH:1][S:42](=[O:44])(=[O:43])[NH:41][CH3:40])=[CH:7][CH:6]=5)[C:12]=4[N:13]=[CH:14]3)([OH:30])[CH2:20][CH2:21]2)=[O:26])[CH2:28][CH2:29]1. The yield is 0.0800. (6) The reactants are [Br:1][C:2]1[CH:7]=[CH:6][C:5]([C:8]([CH3:19])([C:14](OCC)=[O:15])[C:9](OCC)=[O:10])=[CH:4][CH:3]=1.[H-].[Al+3].[Li+].[H-].[H-].[H-]. The catalyst is C1COCC1. The product is [Br:1][C:2]1[CH:3]=[CH:4][C:5]([C:8]([CH3:19])([CH2:14][OH:15])[CH2:9][OH:10])=[CH:6][CH:7]=1. The yield is 0.790. (7) The reactants are [S:1]1[CH:5]=[CH:4][CH:3]=[C:2]1[C:6]1[CH:7]=[C:8]([CH:11]=[CH:12][CH:13]=1)[CH:9]=O.[C:14]([C:17]1[CH:25]=[CH:24][C:20]([C:21]([OH:23])=[O:22])=[CH:19][CH:18]=1)(=[O:16])[CH3:15]. No catalyst specified. The product is [S:1]1[CH:5]=[CH:4][CH:3]=[C:2]1[C:6]1[CH:7]=[C:8](/[CH:9]=[CH:15]/[C:14]([C:17]2[CH:25]=[CH:24][C:20]([C:21]([OH:23])=[O:22])=[CH:19][CH:18]=2)=[O:16])[CH:11]=[CH:12][CH:13]=1. The yield is 0.710.